Dataset: Reaction yield outcomes from USPTO patents with 853,638 reactions. Task: Predict the reaction yield, written as a fraction of the theoretical maximum amount of product (1.0 means a 100% yield; for example, 0.34 means a 34% yield). (1) The reactants are Cl[CH2:2][CH2:3][C:4]1[CH:5]=[C:6]2[C:10](=[CH:11][CH:12]=1)[NH:9][C:8](=[O:13])[CH2:7]2.[NH:14]1[CH2:19][CH2:18][O:17][CH2:16][CH2:15]1.C(N(C(C)C)CC)(C)C.O. The catalyst is CS(C)=O.C(OCC)(=O)C. The product is [N:14]1([CH2:2][CH2:3][C:4]2[CH:5]=[C:6]3[C:10](=[CH:11][CH:12]=2)[NH:9][C:8](=[O:13])[CH2:7]3)[CH2:19][CH2:18][O:17][CH2:16][CH2:15]1. The yield is 0.310. (2) The reactants are [C:1]([C:3]1[CH:4]=[C:5]([CH:8]=[CH:9][CH:10]=1)[CH:6]=O)#[N:2].C1(P(=[CH:30][CH:31]=[O:32])(C2C=CC=CC=2)C2C=CC=CC=2)C=CC=CC=1. The catalyst is C1(C)C=CC=CC=1. The product is [C:1]([C:3]1[CH:4]=[C:5]([CH:8]=[CH:9][CH:10]=1)[CH:6]=[CH:30][CH:31]=[O:32])#[N:2]. The yield is 0.570. (3) The reactants are [C:1]([O:5][C:6](=[O:25])[N:7]([CH2:9][C:10]1[CH:14]=[C:13](Br)[N:12]([S:16]([C:19]2[CH:20]=[N:21][CH:22]=[CH:23][CH:24]=2)(=[O:18])=[O:17])[CH:11]=1)[CH3:8])([CH3:4])([CH3:3])[CH3:2].[Cl:26][C:27]1[C:32](B(O)O)=[CH:31][CH:30]=[CH:29][N:28]=1.C(=O)([O-])O.[Na+].COCCOC. The catalyst is C1C=CC([P]([Pd]([P](C2C=CC=CC=2)(C2C=CC=CC=2)C2C=CC=CC=2)([P](C2C=CC=CC=2)(C2C=CC=CC=2)C2C=CC=CC=2)[P](C2C=CC=CC=2)(C2C=CC=CC=2)C2C=CC=CC=2)(C2C=CC=CC=2)C2C=CC=CC=2)=CC=1.O. The product is [C:1]([O:5][C:6](=[O:25])[N:7]([CH2:9][C:10]1[CH:14]=[C:13]([C:32]2[C:27]([Cl:26])=[N:28][CH:29]=[CH:30][CH:31]=2)[N:12]([S:16]([C:19]2[CH:20]=[N:21][CH:22]=[CH:23][CH:24]=2)(=[O:18])=[O:17])[CH:11]=1)[CH3:8])([CH3:4])([CH3:3])[CH3:2]. The yield is 0.600.